Dataset: Reaction yield outcomes from USPTO patents with 853,638 reactions. Task: Predict the reaction yield, written as a fraction of the theoretical maximum amount of product (1.0 means a 100% yield; for example, 0.34 means a 34% yield). (1) The reactants are [CH:1]1([CH2:6][CH:7]([N:11]2[C:16](=[O:17])[CH:15]=[C:14]([O:18][C:19]3[CH:24]=[CH:23][CH:22]=[CH:21][C:20]=3[F:25])[CH:13]=[N:12]2)[C:8]([OH:10])=O)[CH2:5][CH2:4][CH2:3][CH2:2]1.[CH3:26][O:27][C:28](=[O:36])[C:29]1[CH:34]=[CH:33][C:32]([NH2:35])=[N:31][CH:30]=1. No catalyst specified. The product is [CH3:26][O:27][C:28](=[O:36])[C:29]1[CH:34]=[CH:33][C:32]([NH:35][C:8](=[O:10])[CH:7]([N:11]2[C:16](=[O:17])[CH:15]=[C:14]([O:18][C:19]3[CH:24]=[CH:23][CH:22]=[CH:21][C:20]=3[F:25])[CH:13]=[N:12]2)[CH2:6][CH:1]2[CH2:2][CH2:3][CH2:4][CH2:5]2)=[N:31][CH:30]=1. The yield is 0.300. (2) The reactants are [C:1]([O:4][C:5]([CH2:10][CH3:11])([CH2:8][CH3:9])[CH2:6][CH3:7])(=[O:3])[CH3:2].[CH:12]12[CH2:18][CH:15]([CH:16]=[CH:17]1)[CH2:14][CH:13]2[CH2:19][CH2:20][CH2:21][C:22](=[O:24])[CH3:23]. No catalyst specified. The product is [OH:24][C:22]([CH3:23])([CH2:21][CH2:20][CH2:19][CH:13]1[CH2:14][CH:15]2[CH2:18][CH:12]1[CH:17]=[CH:16]2)[CH2:2][C:1]([O:4][C:5]([CH2:8][CH3:9])([CH2:6][CH3:7])[CH2:10][CH3:11])=[O:3]. The yield is 0.910. (3) The reactants are [NH2:1][C:2]1[NH:6][N:5]=[CH:4][C:3]=1[C:7]#[N:8].[O:9]1[CH2:14][CH2:13][O:12][C:11]2[CH:15]=[C:16]([C:19](=O)[CH2:20][C:21](OCC)=[O:22])[CH:17]=[CH:18][C:10]1=2. The catalyst is CCCCO.CO.CC1C=CC(S(O)(=O)=O)=CC=1. The product is [O:9]1[CH2:14][CH2:13][O:12][C:11]2[CH:15]=[C:16]([C:19]3[NH:1][C:2]4[N:6]([N:5]=[CH:4][C:3]=4[C:7]#[N:8])[C:21](=[O:22])[CH:20]=3)[CH:17]=[CH:18][C:10]1=2. The yield is 0.860.